This data is from Forward reaction prediction with 1.9M reactions from USPTO patents (1976-2016). The task is: Predict the product of the given reaction. (1) Given the reactants Cl.[F:2][C:3]([F:16])([F:15])[C:4]1[NH:5][C:6]2[C:11]([CH:12]=1)=[CH:10][C:9]([CH2:13][NH2:14])=[CH:8][CH:7]=2.[Br:17][C:18]1[N:23]=[CH:22][C:21]([C:24](O)=[O:25])=[CH:20][CH:19]=1.C(Cl)CCl.C1C=CC2N(O)N=NC=2C=1.CCN(C(C)C)C(C)C.C([O-])(O)=O.[Na+], predict the reaction product. The product is: [Br:17][C:18]1[N:23]=[CH:22][C:21]([C:24]([NH:14][CH2:13][C:9]2[CH:10]=[C:11]3[C:6](=[CH:7][CH:8]=2)[NH:5][C:4]([C:3]([F:2])([F:15])[F:16])=[CH:12]3)=[O:25])=[CH:20][CH:19]=1. (2) Given the reactants [CH2:1]([O:3][C:4]([C:6]1[C:15]2[C:10](=[CH:11][C:12]([C:17]#[CH:18])=[C:13]([CH3:16])[CH:14]=2)[C:9]([CH3:20])([CH3:19])[CH2:8][CH:7]=1)=[O:5])[CH3:2].[CH3:21][O:22][C:23](=[O:32])[CH2:24][C:25]1[CH:30]=[CH:29][C:28](I)=[CH:27][CH:26]=1.C(N(CC)CC)C.C(OCC)(=O)C, predict the reaction product. The product is: [CH2:1]([O:3][C:4]([C:6]1[C:15]2[C:10](=[CH:11][C:12]([C:17]#[C:18][C:28]3[CH:29]=[CH:30][C:25]([CH2:24][C:23]([O:22][CH3:21])=[O:32])=[CH:26][CH:27]=3)=[C:13]([CH3:16])[CH:14]=2)[C:9]([CH3:19])([CH3:20])[CH2:8][CH:7]=1)=[O:5])[CH3:2]. (3) Given the reactants [OH:1][CH:2]([CH:7]([CH3:9])[CH3:8])[C:3](=[CH2:6])[C:4]#[N:5].N1C=CC=CC=1.[C:16](Cl)(=[O:18])[CH3:17].Cl, predict the reaction product. The product is: [C:4]([C:3](=[CH2:6])[CH:2]([O:1][C:16](=[O:18])[CH3:17])[CH:7]([CH3:9])[CH3:8])#[N:5]. (4) The product is: [F:33][C:27]1[CH:28]=[C:29]([F:32])[CH:30]=[CH:31][C:26]=1[C@:14]12[CH2:16][O:17][C@@H:18]([C:20]3[O:21][CH:24]=[CH:23][N:22]=3)[CH2:19][C@H:13]1[C@@H:12]([CH3:34])[S:11][C:10]([NH:9][C:1](=[O:8])[C:2]1[CH:3]=[CH:4][CH:5]=[CH:6][CH:7]=1)=[N:15]2. Given the reactants [C:1]([NH:9][C:10]1[S:11][C@H:12]([CH3:34])[C@@H:13]2[CH2:19][C@H:18]([C:20]([NH:22][CH2:23][CH:24]=O)=[O:21])[O:17][CH2:16][C@:14]2([C:26]2[CH:31]=[CH:30][C:29]([F:32])=[CH:28][C:27]=2[F:33])[N:15]=1)(=[O:8])[C:2]1[CH:7]=[CH:6][CH:5]=[CH:4][CH:3]=1.FC1C=C(F)C=CC=1[C@]12CO[C@@H](C3OC=C(C)N=3)C[C@H]1CSC(NC(=O)C1C=CC=CC=1)=N2, predict the reaction product. (5) Given the reactants C[Si](C)(C)[O-].[K+].[CH:7]1([NH:13][C:14]([NH:16][C:17]2[CH:22]=[CH:21][CH:20]=[C:19]([CH2:23][O:24][CH2:25][CH2:26][O:27][CH2:28][CH2:29][CH2:30][CH2:31][CH2:32][CH2:33][N:34]3[CH2:38][C@@H:37]([C:39]4[CH:50]=[CH:49][C:42]5[O:43][C:44]([CH3:48])([CH3:47])[O:45][CH2:46][C:41]=5[CH:40]=4)[O:36]C3=O)[CH:18]=2)=[O:15])[CH2:12][CH2:11][CH2:10][CH2:9][CH2:8]1.P([O-])([O-])([O-])=O, predict the reaction product. The product is: [CH:7]1([NH:13][C:14]([NH:16][C:17]2[CH:22]=[CH:21][CH:20]=[C:19]([CH2:23][O:24][CH2:25][CH2:26][O:27][CH2:28][CH2:29][CH2:30][CH2:31][CH2:32][CH2:33][NH:34][CH2:38][C@@H:37]([C:39]3[CH:50]=[CH:49][C:42]4[O:43][C:44]([CH3:47])([CH3:48])[O:45][CH2:46][C:41]=4[CH:40]=3)[OH:36])[CH:18]=2)=[O:15])[CH2:8][CH2:9][CH2:10][CH2:11][CH2:12]1. (6) Given the reactants [CH:1](N(CC)C(C)C)(C)C.[C:10]([O:14][C:15]([NH:17][C@H:18]([CH2:23][C:24]1[CH:29]=[C:28]([F:30])[C:27]([F:31])=[CH:26][C:25]=1[F:32])[CH2:19][C:20]([OH:22])=O)=[O:16])([CH3:13])([CH3:12])[CH3:11].[CH:33]1[CH:38]=[N:37][C:36]2[N:39](O)[N:40]=[N:41][C:35]=2C=1.CN([C:46]([O:50]N1N=NC2C=CC=NC1=2)=[N+](C)C)C.F[P-](F)(F)(F)(F)F, predict the reaction product. The product is: [C:10]([O:14][C:15]([NH:17][C@H:18]([CH2:23][C:24]1[CH:29]=[C:28]([F:30])[C:27]([F:31])=[CH:26][C:25]=1[F:32])[CH2:19][C:20]([N:41]1[CH2:33][CH2:38][N:37]2[C:1]([O:50][CH3:46])=[N:40][N:39]=[C:36]2[CH2:35]1)=[O:22])=[O:16])([CH3:11])([CH3:12])[CH3:13].